This data is from Reaction yield outcomes from USPTO patents with 853,638 reactions. The task is: Predict the reaction yield, written as a fraction of the theoretical maximum amount of product (1.0 means a 100% yield; for example, 0.34 means a 34% yield). (1) The reactants are [NH2:1][C:2]1[CH:9]=[CH:8][C:5]([C:6]#[N:7])=[C:4]([CH:10]2[CH2:12][CH2:11]2)[N:3]=1.[ClH:13]. The catalyst is CO.CCO.[Pd]. The product is [ClH:13].[NH2:7][CH2:6][C:5]1[CH:8]=[CH:9][C:2]([NH2:1])=[N:3][C:4]=1[CH:10]1[CH2:12][CH2:11]1. The yield is 0.690. (2) The reactants are Cl[C:2]1[N:3]=[C:4]([N:22]2[CH2:27][CH2:26][O:25][CH2:24][CH2:23]2)[C:5]2[CH:10]=[C:9]([CH2:11][N:12]3[CH2:17][CH2:16][N:15]([S:18]([CH3:21])(=[O:20])=[O:19])[CH2:14][CH2:13]3)[S:8][C:6]=2[N:7]=1.[CH3:28][C:29]1[C:30]([NH2:38])(B(O)O)[NH:31][CH:32]=[CH:33][CH:34]=1. No catalyst specified. The product is [CH3:28][C:29]1[C:30]([NH2:38])=[N:31][CH:32]=[C:33]([C:2]2[N:3]=[C:4]([N:22]3[CH2:27][CH2:26][O:25][CH2:24][CH2:23]3)[C:5]3[CH:10]=[C:9]([CH2:11][N:12]4[CH2:17][CH2:16][N:15]([S:18]([CH3:21])(=[O:20])=[O:19])[CH2:14][CH2:13]4)[S:8][C:6]=3[N:7]=2)[CH:34]=1. The yield is 0.800. (3) The reactants are CCN(C(C)C)C(C)C.C1C=CC2N(O)N=NC=2C=1.CCN=C=NCCCN(C)C.[C:31]1([C:37]2[NH:41][N:40]=[C:39]([C:42]([NH:44][CH2:45][C:46]([OH:48])=O)=[O:43])[CH:38]=2)[CH:36]=[CH:35][CH:34]=[CH:33][CH:32]=1.Cl.[CH3:50][O:51][C:52]([CH:54]1[CH2:59][N:58]([C:60](=[O:72])[C:61]2[CH:66]=[C:65]([F:67])[CH:64]=[CH:63][C:62]=2[C:68]([F:71])([F:70])[F:69])[CH2:57][CH2:56][NH:55]1)=[O:53]. The catalyst is CN(C=O)C.O. The product is [CH3:50][O:51][C:52]([CH:54]1[CH2:59][N:58]([C:60](=[O:72])[C:61]2[CH:66]=[C:65]([F:67])[CH:64]=[CH:63][C:62]=2[C:68]([F:71])([F:70])[F:69])[CH2:57][CH2:56][N:55]1[C:46](=[O:48])[CH2:45][NH:44][C:42]([C:39]1[CH:38]=[C:37]([C:31]2[CH:32]=[CH:33][CH:34]=[CH:35][CH:36]=2)[NH:41][N:40]=1)=[O:43])=[O:53]. The yield is 0.564.